From a dataset of Catalyst prediction with 721,799 reactions and 888 catalyst types from USPTO. Predict which catalyst facilitates the given reaction. (1) Reactant: [C:1]([C:3]1[CH:4]=[C:5]([CH:8]=[CH:9][C:10]=1[F:11])[CH:6]=O)#[N:2].[OH:12][NH2:13].C([O-])(=O)C.[Na+]. Product: [C:1]([C:3]1[CH:4]=[C:5]([CH:8]=[CH:9][C:10]=1[F:11])[CH:6]=[N:13][OH:12])#[N:2]. The catalyst class is: 40. (2) Reactant: C1CCN(C(N=NC(N2CCCCC2)=O)=O)CC1.[CH3:19][O:20][C:21]1[CH:25]=[C:24]([C:26]2[CH:27]=[C:28]([OH:38])[CH:29]=[C:30]([O:32][C@@H:33]([CH3:37])[CH2:34][O:35][CH3:36])[CH:31]=2)[NH:23][N:22]=1.[CH3:39][S:40]([C:43]1[CH:48]=[CH:47][C:46]([CH2:49]O)=[CH:45][CH:44]=1)(=[O:42])=[O:41].C(P(CCCC)CCCC)CCC. Product: [CH3:19][O:20][C:21]1[CH:25]=[C:24]([C:26]2[CH:27]=[C:28]([O:38][CH2:49][C:46]3[CH:45]=[CH:44][C:43]([S:40]([CH3:39])(=[O:42])=[O:41])=[CH:48][CH:47]=3)[CH:29]=[C:30]([O:32][C@@H:33]([CH3:37])[CH2:34][O:35][CH3:36])[CH:31]=2)[NH:23][N:22]=1. The catalyst class is: 247. (3) Reactant: [OH-].[Na+].[Cl:3][C:4]1[CH:9]=[CH:8][CH:7]=[CH:6][C:5]=1[CH2:10][C:11]([NH:13][NH2:14])=O.[CH3:15][O:16][C:17]1[CH:22]=[CH:21][C:20]([CH3:23])=[CH:19][C:18]=1[N:24]=[C:25]=[S:26]. Product: [Cl:3][C:4]1[CH:9]=[CH:8][CH:7]=[CH:6][C:5]=1[CH2:10][C:11]1[N:24]([C:18]2[CH:19]=[C:20]([CH3:23])[CH:21]=[CH:22][C:17]=2[O:16][CH3:15])[C:25](=[S:26])[NH:14][N:13]=1. The catalyst class is: 5. (4) Reactant: C(=O)([O-])[O-].[Cs+].[Cs+].[Br:7][C:8]1[C:17]([O:18][S:19]([C:22]([F:25])([F:24])[F:23])(=[O:21])=[O:20])=[CH:16][C:11]([C:12]([O:14][CH3:15])=[O:13])=[CH:10][C:9]=1[O:26]S(C(F)(F)F)(=O)=O. Product: [Br:7][C:8]1[C:17]([O:18][S:19]([C:22]([F:23])([F:24])[F:25])(=[O:20])=[O:21])=[CH:16][C:11]([C:12]([O:14][CH3:15])=[O:13])=[CH:10][C:9]=1[OH:26]. The catalyst class is: 57. (5) Reactant: CON(C)[C:4](=[O:20])[CH:5]([C:14]1[CH:19]=[CH:18][CH:17]=[CH:16][CH:15]=1)[CH2:6][C:7]1[CH:12]=[CH:11][C:10]([Cl:13])=[CH:9][CH:8]=1.[CH3:22][Mg]Br. Product: [Cl:13][C:10]1[CH:11]=[CH:12][C:7]([CH2:6][CH:5]([C:14]2[CH:19]=[CH:18][CH:17]=[CH:16][CH:15]=2)[C:4](=[O:20])[CH3:22])=[CH:8][CH:9]=1. The catalyst class is: 7. (6) Reactant: COC([C:5]1([CH2:13][C:14]2[CH:19]=[CH:18][C:17]([Cl:20])=[CH:16][CH:15]=2)[CH2:9][CH2:8][C:7]([CH3:11])([CH3:10])[C:6]1=[O:12])=O.CN(C)C(=O)C.Cl.N1C=CC=CC=1.O.C(=O)(O)[O-].[Na+]. Product: [Cl:20][C:17]1[CH:16]=[CH:15][C:14]([CH2:13][CH:5]2[C:6](=[O:12])[C:7]([CH3:11])([CH3:10])[CH2:8][CH2:9]2)=[CH:19][CH:18]=1. The catalyst class is: 11. (7) Reactant: [H-].[Na+].[Br:3][C:4]1[N:5]=[C:6]2[N:12]=[CH:11][NH:10][C:7]2=[N:8][CH:9]=1.[CH3:13][Si:14]([CH3:21])([CH3:20])[CH2:15][CH2:16][O:17][CH2:18]Cl. Product: [Br:3][C:4]1[N:5]=[C:6]2[N:12]=[CH:11][N:10]([CH2:18][O:17][CH2:16][CH2:15][Si:14]([CH3:21])([CH3:20])[CH3:13])[C:7]2=[N:8][CH:9]=1.[Br:3][C:4]1[N:5]=[C:6]2[N:12]([CH2:18][O:17][CH2:16][CH2:15][Si:14]([CH3:21])([CH3:20])[CH3:13])[CH:11]=[N:10][C:7]2=[N:8][CH:9]=1. The catalyst class is: 3. (8) Reactant: [CH2:1]([C:3]1[C:11]2[C:6](=[CH:7][CH:8]=[CH:9][C:10]=2[NH:12][C:13]([C:15]2[N:19]3[CH:20]=[CH:21][C:22]([C:24]([OH:26])=O)=[CH:23][C:18]3=[N:17][CH:16]=2)=[O:14])[N:5]([CH2:27][C:28]2[CH:33]=[CH:32][CH:31]=[C:30]([CH3:34])[N:29]=2)[N:4]=1)[CH3:2].[CH:35]([NH:37][NH2:38])=[O:36].Cl.C(N=C=NCCCN(C)C)C.C(N(CC)CC)C. Product: [CH2:1]([C:3]1[C:11]2[C:6](=[CH:7][CH:8]=[CH:9][C:10]=2[NH:12][C:13]([C:15]2[N:19]3[CH:20]=[CH:21][C:22]([C:24]([NH:38][NH:37][CH:35]=[O:36])=[O:26])=[CH:23][C:18]3=[N:17][CH:16]=2)=[O:14])[N:5]([CH2:27][C:28]2[CH:33]=[CH:32][CH:31]=[C:30]([CH3:34])[N:29]=2)[N:4]=1)[CH3:2]. The catalyst class is: 85. (9) Reactant: [C:1](=[O:23])([O:21][CH3:22])[O:2][C:3]1[CH:8]=[C:7]([N+:9]([O-])=O)[C:6]([C:12]([CH3:15])([CH3:14])[CH3:13])=[CH:5][C:4]=1[C:16]1[CH2:20][CH2:19][CH2:18][CH:17]=1. Product: [C:1](=[O:23])([O:21][CH3:22])[O:2][C:3]1[CH:8]=[C:7]([NH2:9])[C:6]([C:12]([CH3:15])([CH3:14])[CH3:13])=[CH:5][C:4]=1[CH:16]1[CH2:20][CH2:19][CH2:18][CH2:17]1. The catalyst class is: 29. (10) Reactant: [CH2:1]([O:3][C:4](=[O:25])[C:5]([N:8]1[C:16]2[C:11](=[CH:12][C:13]([O:17]CC3C=CC=CC=3)=[CH:14][CH:15]=2)[CH:10]=[CH:9]1)([CH3:7])[CH3:6])[CH3:2].[H][H]. Product: [CH2:1]([O:3][C:4](=[O:25])[C:5]([N:8]1[C:16]2[C:11](=[CH:12][C:13]([OH:17])=[CH:14][CH:15]=2)[CH:10]=[CH:9]1)([CH3:7])[CH3:6])[CH3:2]. The catalyst class is: 29.